Dataset: Full USPTO retrosynthesis dataset with 1.9M reactions from patents (1976-2016). Task: Predict the reactants needed to synthesize the given product. (1) Given the product [CH3:1][O:2][C:3]1[CH:4]=[C:5]([CH2:11][CH2:12][N:13]([CH:24]([CH3:25])[CH2:23][CH2:22][C:19]2[CH:20]=[CH:21][C:16]([O:15][CH3:14])=[CH:17][CH:18]=2)[C:38]([C:36]2[CH:35]=[CH:34][CH:33]=[C:32]([CH3:31])[N:37]=2)=[O:39])[CH:6]=[N:7][C:8]=1[O:9][CH3:10], predict the reactants needed to synthesize it. The reactants are: [CH3:1][O:2][C:3]1[CH:4]=[C:5]([CH2:11][CH2:12][NH2:13])[CH:6]=[N:7][C:8]=1[O:9][CH3:10].[CH3:14][O:15][C:16]1[CH:21]=[CH:20][C:19]([CH2:22][CH2:23][C:24](=O)[CH3:25])=[CH:18][CH:17]=1.C([BH3-])#N.[Na+].[CH3:31][C:32]1[N:37]=[C:36]([C:38](O)=[O:39])[CH:35]=[CH:34][CH:33]=1.C(N(CC)CC)C.CN(C(ON1N=NC2C=CC=CC1=2)=[N+](C)C)C.[B-](F)(F)(F)F. (2) The reactants are: CCN=C=NCCCN(C)C.C1C=CC2N(O)N=NC=2C=1.[Cl:22][C:23]1[CH:24]=[C:25]([CH:29]=[CH:30][C:31]=1[O:32][CH:33]([CH3:35])[CH3:34])[C:26]([OH:28])=O.O[NH:37][C:38](=[NH:57])[C:39]1[CH:47]=[C:46]2[C:42]([C:43]([CH2:48][CH2:49][C:50]([O:52][C:53]([CH3:56])([CH3:55])[CH3:54])=[O:51])=[CH:44][NH:45]2)=[CH:41][CH:40]=1. Given the product [Cl:22][C:23]1[CH:24]=[C:25]([C:26]2[O:28][N:37]=[C:38]([C:39]3[CH:47]=[C:46]4[C:42]([C:43]([CH2:48][CH2:49][C:50]([O:52][C:53]([CH3:56])([CH3:55])[CH3:54])=[O:51])=[CH:44][NH:45]4)=[CH:41][CH:40]=3)[N:57]=2)[CH:29]=[CH:30][C:31]=1[O:32][CH:33]([CH3:35])[CH3:34], predict the reactants needed to synthesize it. (3) Given the product [Br:1][C:2]1[N:3]=[C:4]([N+:9]([O-:11])=[O:10])[C:5]([O:8][CH2:18][C:19]([O:20][CH2:21][CH3:22])=[O:13])=[CH:6][CH:7]=1, predict the reactants needed to synthesize it. The reactants are: [Br:1][C:2]1[CH:7]=[CH:6][C:5]([OH:8])=[C:4]([N+:9]([O-:11])=[O:10])[N:3]=1.C(=O)([O-])[O-:13].[K+].[K+].[CH3:18][CH2:19][O:20][CH2:21][CH3:22]. (4) Given the product [O:1]=[C:2]1[N:11]([N:12]([C:27](=[O:33])[CH2:28][CH2:29][CH2:30][CH2:31][CH3:32])[S:13]([CH3:16])(=[O:15])=[O:14])[C:10](=[O:17])[C:9]2[C:4](=[CH:5][C:6]([C:23]([F:25])([F:26])[F:24])=[C:7]([C@H:18]3[CH2:22][CH2:21][CH2:20][O:19]3)[CH:8]=2)[NH:3]1, predict the reactants needed to synthesize it. The reactants are: [O:1]=[C:2]1[N:11]([NH:12][S:13]([CH3:16])(=[O:15])=[O:14])[C:10](=[O:17])[C:9]2[C:4](=[CH:5][C:6]([C:23]([F:26])([F:25])[F:24])=[C:7]([C@H:18]3[CH2:22][CH2:21][CH2:20][O:19]3)[CH:8]=2)[NH:3]1.[C:27](Cl)(=[O:33])[CH2:28][CH2:29][CH2:30][CH2:31][CH3:32]. (5) Given the product [Br:32][CH2:30][C:27]1[CH:28]=[CH:29][C:24]([C:20]2[CH:21]=[CH:22][CH:23]=[C:18]([C:16]3[CH:17]=[C:8]([C:5]([S:2]([CH3:1])(=[O:4])=[O:3])([CH3:7])[CH3:6])[CH:9]=[C:10]4[C:15]=3[N:14]=[CH:13][CH:12]=[CH:11]4)[CH:19]=2)=[CH:25][CH:26]=1, predict the reactants needed to synthesize it. The reactants are: [CH3:1][S:2]([C:5]([C:8]1[CH:9]=[C:10]2[C:15](=[C:16]([C:18]3[CH:19]=[C:20]([C:24]4[CH:29]=[CH:28][C:27]([CH2:30]O)=[CH:26][CH:25]=4)[CH:21]=[CH:22][CH:23]=3)[CH:17]=1)[N:14]=[CH:13][CH:12]=[CH:11]2)([CH3:7])[CH3:6])(=[O:4])=[O:3].[BrH:32].O.[OH-].[Na+]. (6) Given the product [CH3:13][C:8]1[CH:9]=[C:10]([CH3:12])[CH:11]=[C:6]([CH:3]2[CH2:4][CH2:5][O:1][CH2:2]2)[C:7]=1[OH:14], predict the reactants needed to synthesize it. The reactants are: [O:1]1[CH:5]=[CH:4][C:3]([C:6]2[CH:11]=[C:10]([CH3:12])[CH:9]=[C:8]([CH3:13])[C:7]=2[OH:14])=[CH:2]1. (7) Given the product [CH:16]1([CH2:15][O:14][C:12]2[C:11]([C:19]([F:22])([F:20])[F:21])=[CH:10][C:9]3[NH:23][C:24](=[O:40])[CH2:25][C:26]([C:27]4[CH:32]=[CH:31][CH:30]=[C:29]([C:33]5[CH:34]=[N:35][CH:36]=[CH:37][CH:38]=5)[CH:28]=4)=[N:7][C:8]=3[CH:13]=2)[CH2:17][CH2:18]1, predict the reactants needed to synthesize it. The reactants are: C(OC(=O)[NH:7][C:8]1[CH:13]=[C:12]([O:14][CH2:15][CH:16]2[CH2:18][CH2:17]2)[C:11]([C:19]([F:22])([F:21])[F:20])=[CH:10][C:9]=1[NH:23][C:24](=[O:40])[CH2:25][C:26](=O)[C:27]1[CH:32]=[CH:31][CH:30]=[C:29]([C:33]2[CH:34]=[N:35][CH:36]=[CH:37][CH:38]=2)[CH:28]=1)(C)(C)C.C(O)(C(F)(F)F)=O.